From a dataset of Full USPTO retrosynthesis dataset with 1.9M reactions from patents (1976-2016). Predict the reactants needed to synthesize the given product. (1) Given the product [F:1][C@H:2]1[CH2:3][NH:4][CH2:5][C@H:6]1[O:7][C:8]1[CH:9]=[CH:10][CH:11]=[C:12]2[C:17]=1[N:16]=[C:15]([C:18]1[N:22]3[CH:23]=[CH:24][C:25]([C:27]4[CH:28]=[N:29][CH:30]=[CH:31][CH:32]=4)=[CH:26][C:21]3=[N:20][CH:19]=1)[CH:14]=[CH:13]2, predict the reactants needed to synthesize it. The reactants are: [F:1][C@H:2]1[C@@H:6]([O:7][C:8]2[CH:9]=[CH:10][CH:11]=[C:12]3[C:17]=2[N:16]=[C:15]([C:18]2[N:22]4[CH:23]=[CH:24][C:25]([C:27]5[CH:28]=[N:29][CH:30]=[CH:31][CH:32]=5)=[CH:26][C:21]4=[N:20][CH:19]=2)[CH:14]=[CH:13]3)[CH2:5][N:4](C(OCC2C=CC3C(=CC=CC=3)C=2)=O)[CH2:3]1.C(O)(C(F)(F)F)=O. (2) Given the product [Cl:5][C:6]1[CH:7]=[CH:8][C:9]([CH:21]([NH:26][C:27]2[CH:32]=[CH:31][C:30]([O:33][CH3:34])=[CH:29][CH:28]=2)[C:22]([F:25])([F:24])[F:23])=[C:10]([CH:20]=1)[CH2:11][NH:12][C:13](=[O:19])[C@@H:14]1[CH2:18][CH2:17][CH2:16][N:15]1[C:35](=[O:44])[C@@H:36]([CH:38]1[CH2:43][CH2:42][CH2:41][CH2:40][CH2:39]1)[OH:37], predict the reactants needed to synthesize it. The reactants are: C(Cl)CCl.[Cl:5][C:6]1[CH:7]=[CH:8][C:9]([CH:21]([NH:26][C:27]2[CH:32]=[CH:31][C:30]([O:33][CH3:34])=[CH:29][CH:28]=2)[C:22]([F:25])([F:24])[F:23])=[C:10]([CH:20]=1)[CH2:11][NH:12][C:13](=[O:19])[C@@H:14]1[CH2:18][CH2:17][CH2:16][NH:15]1.[C:35](O)(=[O:44])[C@@H:36]([CH:38]1[CH2:43][CH2:42][CH2:41][CH2:40][CH2:39]1)[OH:37].C1C=NC2N(O)N=NC=2C=1. (3) Given the product [C:22]([Si:26]([C:27]1[CH:32]=[CH:31][CH:30]=[CH:29][CH:28]=1)([C:33]1[CH:34]=[CH:35][CH:36]=[CH:37][CH:38]=1)[O:39][CH2:40][CH2:41][N:6]([CH2:5][CH2:4][CH2:3][CH2:2][OH:1])[S:7]([C:10]1[CH:15]=[CH:14][C:13]([C:16]2[CH:21]=[CH:20][CH:19]=[CH:18][CH:17]=2)=[CH:12][CH:11]=1)(=[O:9])=[O:8])([CH3:23])([CH3:24])[CH3:25], predict the reactants needed to synthesize it. The reactants are: [OH:1][CH2:2][CH2:3][CH2:4][CH2:5][NH:6][S:7]([C:10]1[CH:15]=[CH:14][C:13]([C:16]2[CH:21]=[CH:20][CH:19]=[CH:18][CH:17]=2)=[CH:12][CH:11]=1)(=[O:9])=[O:8].[C:22]([Si:26]([O:39][CH2:40][CH2:41]I)([C:33]1[CH:38]=[CH:37][CH:36]=[CH:35][CH:34]=1)[C:27]1[CH:32]=[CH:31][CH:30]=[CH:29][CH:28]=1)([CH3:25])([CH3:24])[CH3:23].O. (4) Given the product [O:37]=[S:2]1(=[O:1])[CH2:6][CH2:5][CH2:4][CH:3]1[C:7]1[CH:36]=[CH:35][C:10]2[NH:11][C:12]([C:17]3[C:18](=[O:34])[N:19]([CH2:29][CH2:30][CH:31]([CH3:33])[CH3:32])[N:20]=[C:21]([C:24]4[S:25][CH:26]=[CH:27][CH:28]=4)[C:22]=3[OH:23])=[N:13][S:14](=[O:16])(=[O:15])[C:9]=2[CH:8]=1, predict the reactants needed to synthesize it. The reactants are: [O:1]=[S:2]1(=[O:37])[CH2:6][CH2:5][CH:4]=[C:3]1[C:7]1[CH:36]=[CH:35][C:10]2[NH:11][C:12]([C:17]3[C:18](=[O:34])[N:19]([CH2:29][CH2:30][CH:31]([CH3:33])[CH3:32])[N:20]=[C:21]([C:24]4[S:25][CH:26]=[CH:27][CH:28]=4)[C:22]=3[OH:23])=[N:13][S:14](=[O:16])(=[O:15])[C:9]=2[CH:8]=1.